Dataset: Full USPTO retrosynthesis dataset with 1.9M reactions from patents (1976-2016). Task: Predict the reactants needed to synthesize the given product. (1) Given the product [CH3:1][S:2]([C:5]1[CH:14]=[CH:13][C:12]2[C:7](=[CH:8][CH:9]=[C:10]([CH2:15][C:16]3[CH:17]=[C:18]([CH:23]=[CH:24][N:25]=3)[C:19]([OH:21])=[O:20])[CH:11]=2)[N:6]=1)(=[O:3])=[O:4], predict the reactants needed to synthesize it. The reactants are: [CH3:1][S:2]([C:5]1[CH:14]=[CH:13][C:12]2[C:7](=[CH:8][CH:9]=[C:10]([CH2:15][C:16]3[CH:17]=[C:18]([CH:23]=[CH:24][N:25]=3)[C:19]([O:21]C)=[O:20])[CH:11]=2)[N:6]=1)(=[O:4])=[O:3].O[Li].O.Cl. (2) Given the product [CH3:8][C:7]1[O:6][C:5]([C:9]2[S:10][CH:11]=[CH:12][CH:13]=2)=[N:4][C:3]=1[CH2:2][O:14][C:15]1[CH:16]=[CH:17][C:18]([CH2:19][O:20]/[N:21]=[C:22](/[C:34]2[CH:35]=[CH:36][CH:37]=[CH:38][CH:39]=2)\[CH2:23][CH2:24][CH2:25][CH2:26][CH2:27][CH2:28][C:29]([O:31][CH2:32][CH3:33])=[O:30])=[CH:40][CH:41]=1, predict the reactants needed to synthesize it. The reactants are: Cl[CH2:2][C:3]1[N:4]=[C:5]([C:9]2[S:10][CH:11]=[CH:12][CH:13]=2)[O:6][C:7]=1[CH3:8].[OH:14][C:15]1[CH:41]=[CH:40][C:18]([CH2:19][O:20]/[N:21]=[C:22](/[C:34]2[CH:39]=[CH:38][CH:37]=[CH:36][CH:35]=2)\[CH2:23][CH2:24][CH2:25][CH2:26][CH2:27][CH2:28][C:29]([O:31][CH2:32][CH3:33])=[O:30])=[CH:17][CH:16]=1.C(=O)([O-])[O-].[K+].[K+].CN(C)C=O. (3) The reactants are: [CH:1]([C@@H:4]1[NH:8][C:7](=O)[CH2:6][CH2:5]1)([CH3:3])[CH3:2].[F:10][B-:11]([F:14])([F:13])[F:12].C[O+](C)C.[F:19][C:20]1[C:25]([NH:26][NH2:27])=[C:24]([F:28])[C:23]([F:29])=[C:22]([F:30])[C:21]=1[F:31].C(OC(O[CH2:40][CH3:41])OCC)C. Given the product [NH+:26]1[NH:27][N:8]=[CH:7][CH:6]=1.[F:10][B-:11]([F:14])([F:13])[F:12].[CH:1]([C@H:4]1[N:8]2[C:41](=[N:27][N+:26]([C:25]3[C:20]([F:19])=[C:21]([F:31])[C:22]([F:30])=[C:23]([F:29])[C:24]=3[F:28])=[CH:7]2)[CH2:40][CH2:5]1)([CH3:3])[CH3:2], predict the reactants needed to synthesize it. (4) Given the product [OH:1][C@H:2]1[CH2:7][CH2:6][C@H:5]([C:8]2[CH:24]=[CH:23][C:11]([O:12][CH2:13][CH2:14][CH2:15][N:16]3[CH2:21][CH2:20][CH2:19][C@H:18]([CH3:22])[CH2:17]3)=[CH:10][CH:9]=2)[CH2:4][CH2:3]1, predict the reactants needed to synthesize it. The reactants are: [O:1]=[C:2]1[CH2:7][CH2:6][CH:5]([C:8]2[CH:24]=[CH:23][C:11]([O:12][CH2:13][CH2:14][CH2:15][N:16]3[CH2:21][CH2:20][CH2:19][C@H:18]([CH3:22])[CH2:17]3)=[CH:10][CH:9]=2)[CH2:4][CH2:3]1.[BH4-].[Na+].C([O-])(=O)C([O-])=O.C(O)(=O)C(O)=O. (5) Given the product [Br:1][C:2]1[CH:19]=[C:18]([CH3:20])[C:5]([O:6][C:7]2[C:12]([N+:13]([O-:15])=[O:14])=[C:11]([CH3:16])[N:10]=[C:9]([NH:22][C:23]3[CH:30]=[CH:29][C:26]([C:27]#[N:28])=[CH:25][CH:24]=3)[N:8]=2)=[C:4]([CH3:21])[CH:3]=1, predict the reactants needed to synthesize it. The reactants are: [Br:1][C:2]1[CH:19]=[C:18]([CH3:20])[C:5]([O:6][C:7]2[C:12]([N+:13]([O-:15])=[O:14])=[C:11]([CH3:16])[N:10]=[C:9](Cl)[N:8]=2)=[C:4]([CH3:21])[CH:3]=1.[NH2:22][C:23]1[CH:30]=[CH:29][C:26]([C:27]#[N:28])=[CH:25][CH:24]=1.N1C=CC=CC=1.